This data is from Full USPTO retrosynthesis dataset with 1.9M reactions from patents (1976-2016). The task is: Predict the reactants needed to synthesize the given product. (1) Given the product [CH3:15][O:16][C:17](=[O:62])[CH:18]([C:38]1[CH:43]=[CH:42][CH:41]=[C:40]([NH:44][C:45]([NH:54][C:55]([O:57][C:58]([CH3:59])([CH3:61])[CH3:60])=[O:56])=[N:46][C:47]([O:49][C:50]([CH3:52])([CH3:53])[CH3:51])=[O:48])[CH:39]=1)[O:19][P:20]([C@@H:23]([NH2:27])[CH:24]([CH3:26])[CH3:25])([OH:22])=[O:21], predict the reactants needed to synthesize it. The reactants are: C(N(CC)CC)C.C([SiH](CC)CC)C.[CH3:15][O:16][C:17](=[O:62])[CH:18]([C:38]1[CH:43]=[CH:42][CH:41]=[C:40]([NH:44][C:45]([NH:54][C:55]([O:57][C:58]([CH3:61])([CH3:60])[CH3:59])=[O:56])=[N:46][C:47]([O:49][C:50]([CH3:53])([CH3:52])[CH3:51])=[O:48])[CH:39]=1)[O:19][P:20]([C@@H:23]([NH:27]C(OCC1C=CC=CC=1)=O)[CH:24]([CH3:26])[CH3:25])([OH:22])=[O:21]. (2) Given the product [C:1]([C:5]1[N:10]=[CH:9][C:8]([C:11]2[N:12]([C:32]([N:34]3[CH2:39][CH2:38][CH:37]([CH2:40][C:41]([NH:53][CH:47]4[CH2:52][CH2:51][CH2:50][CH2:49][CH2:48]4)=[O:43])[CH2:36][CH2:35]3)=[O:33])[C@@:13]([C:25]3[CH:30]=[CH:29][C:28]([Cl:31])=[CH:27][CH:26]=3)([CH3:24])[C@@:14]([C:17]3[CH:22]=[CH:21][C:20]([Cl:23])=[CH:19][CH:18]=3)([CH3:16])[N:15]=2)=[C:7]([O:44][CH2:45][CH3:46])[CH:6]=1)([CH3:2])([CH3:3])[CH3:4], predict the reactants needed to synthesize it. The reactants are: [C:1]([C:5]1[N:10]=[CH:9][C:8]([C:11]2[N:12]([C:32]([N:34]3[CH2:39][CH2:38][CH:37]([CH2:40][C:41]([OH:43])=O)[CH2:36][CH2:35]3)=[O:33])[C@@:13]([C:25]3[CH:30]=[CH:29][C:28]([Cl:31])=[CH:27][CH:26]=3)([CH3:24])[C@@:14]([C:17]3[CH:22]=[CH:21][C:20]([Cl:23])=[CH:19][CH:18]=3)([CH3:16])[N:15]=2)=[C:7]([O:44][CH2:45][CH3:46])[CH:6]=1)([CH3:4])([CH3:3])[CH3:2].[CH:47]1([NH2:53])[CH2:52][CH2:51][CH2:50][CH2:49][CH2:48]1. (3) Given the product [C:1]([O:5][C:6]([N:8]1[C@@H:16]2[C@@H:11]([CH2:12][CH2:13][CH2:14][CH2:15]2)[CH2:10][C@H:9]1[CH2:17][OH:18])=[O:7])([CH3:4])([CH3:3])[CH3:2], predict the reactants needed to synthesize it. The reactants are: [C:1]([O:5][C:6]([N:8]1[C@@H:16]2[C@@H:11]([CH2:12][CH2:13][CH2:14][CH2:15]2)[CH2:10][C@H:9]1[C:17](O)=[O:18])=[O:7])([CH3:4])([CH3:3])[CH3:2].C[Si](C=[N+]=[N-])(C)C.[BH4-].[Li+]. (4) The reactants are: N[C@H:2]([C:10]([OH:12])=[O:11])[CH2:3][CH2:4][CH2:5]NC(=N)N.N[C@H:14]([C:20](O)=[O:21])CCCCN. Given the product [C:10]([OH:12])(=[O:11])[C:2]1[C:20](=[CH:14][CH:5]=[CH:4][CH:3]=1)[OH:21], predict the reactants needed to synthesize it. (5) Given the product [CH3:29][N:25]1[CH2:26][CH2:27][CH2:28][N:22]([C:3]2[C:2]([C:32]3[CH:31]=[N:30][CH:35]=[CH:34][CH:33]=3)=[CH:21][C:6]([C:7]([NH:9][C:10]3[CH:15]=[CH:14][C:13]([O:16][C:17]([F:20])([F:19])[F:18])=[CH:12][CH:11]=3)=[O:8])=[CH:5][N:4]=2)[CH2:23][CH2:24]1, predict the reactants needed to synthesize it. The reactants are: Br[C:2]1[C:3]([N:22]2[CH2:28][CH2:27][CH2:26][N:25]([CH3:29])[CH2:24][CH2:23]2)=[N:4][CH:5]=[C:6]([CH:21]=1)[C:7]([NH:9][C:10]1[CH:15]=[CH:14][C:13]([O:16][C:17]([F:20])([F:19])[F:18])=[CH:12][CH:11]=1)=[O:8].[N:30]1[CH:35]=[CH:34][CH:33]=[C:32](B(O)O)[CH:31]=1.C([O-])([O-])=O.[Na+].[Na+].CCO. (6) Given the product [F:57][C:58]1[CH:59]=[CH:60][C:61]([OH:81])=[C:62]([CH:80]=1)[CH2:63][C:64]1[C:68]2[CH:69]=[N:70][C:71]([C:73]([NH:21][OH:22])=[O:75])=[CH:72][C:67]=2[N:66]([CH2:78][CH3:79])[CH:65]=1, predict the reactants needed to synthesize it. The reactants are: C(OCC1C2C(=CN=C(C([NH:21][OH:22])=O)C=2)N(CC2C=CC(F)=CC=2F)C=1)C1C=CC=CC=1.FC1C=CC(OCC2C3C=NC(C(OCC)=O)=CC=3N(CC)C=2)=CC=1.[F:57][C:58]1[CH:59]=[CH:60][C:61]([OH:81])=[C:62]([CH:80]=1)[CH2:63][C:64]1[C:68]2[CH:69]=[N:70][C:71]([C:73]([O:75]CC)=O)=[CH:72][C:67]=2[N:66]([CH2:78][CH3:79])[CH:65]=1.